Predict the product of the given reaction. From a dataset of Forward reaction prediction with 1.9M reactions from USPTO patents (1976-2016). (1) The product is: [F:24][C:21]([F:22])([F:23])[C:17]1[CH:16]=[C:15]([CH:20]=[CH:19][CH:18]=1)[O:14][C:9]1[C:8]2[C:13](=[C:4]([NH2:1])[CH:5]=[CH:6][CH:7]=2)[N:12]=[CH:11][N:10]=1. Given the reactants [N+:1]([C:4]1[CH:5]=[CH:6][CH:7]=[C:8]2[C:13]=1[N:12]=[CH:11][N:10]=[C:9]2[O:14][C:15]1[CH:20]=[CH:19][CH:18]=[C:17]([C:21]([F:24])([F:23])[F:22])[CH:16]=1)([O-])=O, predict the reaction product. (2) Given the reactants Br[CH2:2][C:3]1[CH:8]=[CH:7][C:6]([CH2:9][CH2:10][N:11]2[CH:16]=[CH:15][C:14]([O:17][CH2:18][C:19]3[CH:24]=[CH:23][C:22]([F:25])=[CH:21][CH:20]=3)=[CH:13][C:12]2=[O:26])=[CH:5][CH:4]=1.[NH:27]1[CH2:31][CH2:30][CH2:29][CH2:28]1, predict the reaction product. The product is: [F:25][C:22]1[CH:23]=[CH:24][C:19]([CH2:18][O:17][C:14]2[CH:15]=[CH:16][N:11]([CH2:10][CH2:9][C:6]3[CH:7]=[CH:8][C:3]([CH2:2][N:27]4[CH2:31][CH2:30][CH2:29][CH2:28]4)=[CH:4][CH:5]=3)[C:12](=[O:26])[CH:13]=2)=[CH:20][CH:21]=1.